From a dataset of Full USPTO retrosynthesis dataset with 1.9M reactions from patents (1976-2016). Predict the reactants needed to synthesize the given product. Given the product [CH:69]1([O:73][C:74]([N:76]2[CH2:81][CH2:80][N:79]([C:31](=[O:32])[C@H:30]([NH:29][C:27]([C:18]3[CH:17]=[C:16]([O:15][CH2:14][C:13]([N:9]4[CH2:10][CH2:11][CH2:12][C@H:8]4[C:6](=[O:7])[NH:5][CH:1]4[CH2:4][CH2:3][CH2:2]4)=[O:35])[N:20]([C:21]4[CH:22]=[CH:23][CH:24]=[CH:25][CH:26]=4)[N:19]=3)=[O:28])[CH3:34])[CH2:78][CH2:77]2)=[O:75])[CH2:72][CH2:71][CH2:70]1, predict the reactants needed to synthesize it. The reactants are: [CH:1]1([NH:5][C:6]([C@@H:8]2[CH2:12][CH2:11][CH2:10][N:9]2[C:13](=[O:35])[CH2:14][O:15][C:16]2[N:20]([C:21]3[CH:26]=[CH:25][CH:24]=[CH:23][CH:22]=3)[N:19]=[C:18]([C:27]([NH:29][C@H:30]([CH3:34])[C:31](O)=[O:32])=[O:28])[CH:17]=2)=[O:7])[CH2:4][CH2:3][CH2:2]1.CCN(C(C)C)C(C)C.CN(C(ON1N=NC2C=CC=NC1=2)=[N+](C)C)C.F[P-](F)(F)(F)(F)F.[CH:69]1([O:73][C:74]([N:76]2[CH2:81][CH2:80][NH:79][CH2:78][CH2:77]2)=[O:75])[CH2:72][CH2:71][CH2:70]1.